From a dataset of Forward reaction prediction with 1.9M reactions from USPTO patents (1976-2016). Predict the product of the given reaction. (1) The product is: [CH3:8][O:7][C:5]([C:4]1[CH:9]=[CH:10][C:11]2[N:12]=[C:19]([CH2:18][C:17]([O:16][CH2:14][CH3:15])=[O:24])[NH:1][C:2]=2[CH:3]=1)=[O:6]. Given the reactants [NH2:1][C:2]1[CH:3]=[C:4]([CH:9]=[CH:10][C:11]=1[NH2:12])[C:5]([O:7][CH3:8])=[O:6].Cl.[CH2:14]([O:16][C:17](=[O:24])[CH2:18][C:19](OCC)=N)[CH3:15], predict the reaction product. (2) Given the reactants [Cl:1][C:2]1[CH:3]=[C:4]([C:9]2([C:15]([OH:17])=[O:16])[CH2:11][CH:10]2[C:12]([OH:14])=O)[CH:5]=[CH:6][C:7]=1[Cl:8], predict the reaction product. The product is: [Cl:1][C:2]1[CH:3]=[C:4]([C:9]23[CH2:11][CH:10]2[C:12](=[O:14])[O:17][C:15]3=[O:16])[CH:5]=[CH:6][C:7]=1[Cl:8]. (3) Given the reactants [OH:1][CH2:2][C@H:3]1[CH2:8][CH2:7][O:6][CH2:5][C@@H:4]1[NH:9][C:10](=[O:16])[O:11][C:12]([CH3:15])([CH3:14])[CH3:13].[Cl:17][C:18]1[CH:19]=[N:20][N:21]([C:23]2[CH:28]=[CH:27][C:26](O)=[CH:25][CH:24]=2)[CH:22]=1.P(CCCC)(CCCC)CCCC, predict the reaction product. The product is: [Cl:17][C:18]1[CH:19]=[N:20][N:21]([C:23]2[CH:28]=[CH:27][C:26]([O:1][CH2:2][C@H:3]3[CH2:8][CH2:7][O:6][CH2:5][C@@H:4]3[NH:9][C:10](=[O:16])[O:11][C:12]([CH3:13])([CH3:15])[CH3:14])=[CH:25][CH:24]=2)[CH:22]=1. (4) Given the reactants [CH2:1]1[CH:5]2[CH2:6][NH:7][CH2:8][CH:4]2[CH2:3][N:2]1[C:9]1[CH:18]=[N:17][C:16]2[C:11](=[CH:12][CH:13]=[CH:14][CH:15]=2)[N:10]=1.[F:19][C:20]([F:37])([F:36])[C:21]1[CH:26]=[CH:25][C:24]([C:27]2[C:28]([C:33](O)=[O:34])=[CH:29][CH:30]=[CH:31][CH:32]=2)=[CH:23][CH:22]=1, predict the reaction product. The product is: [N:10]1[C:11]2[C:16](=[CH:15][CH:14]=[CH:13][CH:12]=2)[N:17]=[CH:18][C:9]=1[N:2]1[CH2:3][CH:4]2[CH2:8][N:7]([C:33]([C:28]3[CH:29]=[CH:30][CH:31]=[CH:32][C:27]=3[C:24]3[CH:25]=[CH:26][C:21]([C:20]([F:19])([F:36])[F:37])=[CH:22][CH:23]=3)=[O:34])[CH2:6][CH:5]2[CH2:1]1. (5) Given the reactants CC(C)([O-])C.[K+].Cl[CH2:8][CH:9]1[O:13][N:12]=[C:11]([CH:14]([F:16])[F:15])[CH2:10]1.[NH4+].[Cl-], predict the reaction product. The product is: [F:15][CH:14]([F:16])[C:11]1[CH:10]2[CH:9]([CH2:8]2)[O:13][N:12]=1. (6) Given the reactants [CH2:1]([O:8][C:9](=[O:21])[NH:10][C@H:11]([C:15](=[O:20])N(OC)C)[CH:12]([CH3:14])[CH3:13])[C:2]1[CH:7]=[CH:6][CH:5]=[CH:4][CH:3]=1.[H-].[H-].[H-].[H-].[Li+].[Al+3], predict the reaction product. The product is: [CH2:1]([O:8][C:9](=[O:21])[NH:10][C@H:11]([CH:15]=[O:20])[CH:12]([CH3:14])[CH3:13])[C:2]1[CH:7]=[CH:6][CH:5]=[CH:4][CH:3]=1. (7) Given the reactants [Cl:1][C:2]1[CH:3]=[C:4]([CH:28]=[CH:29][C:30]=1[F:31])[NH:5][C:6]1[C:15]2[C:10](=[CH:11][C:12]([O:26][CH3:27])=[C:13]([O:16][CH2:17][CH2:18][CH2:19][N:20]3[CH2:25][CH2:24][O:23][CH2:22][CH2:21]3)[CH:14]=2)[N:9]=[CH:8][N:7]=1.[CH3:32][S:33]([CH3:35])=[O:34], predict the reaction product. The product is: [CH3:27][O:26][C:12]1[CH:11]=[C:10]2[N:9]=[CH:8][N:7]=[C:6]([NH:5][C:4]3[CH:28]=[CH:29][C:30]([F:31])=[C:2]([Cl:1])[CH:3]=3)[C:15]2=[CH:14][C:13]=1[O:16][CH2:17][CH2:18][CH2:19][N:20]1[CH2:25][CH2:24][O:23][CH2:22][CH2:21]1.[CH3:32][S:33]([CH3:35])=[O:34]. (8) The product is: [CH:41]([N:23]1[C:24](=[O:27])[CH:25]=[CH:26][C:21]([C:18]2[CH:19]=[CH:20][C:15]([C@@H:13]([N:9]3[CH2:8][CH2:7][C@:6]([CH2:5][C:2]([CH3:1])([CH3:34])[C:3]#[N:4])([C:28]4[CH:33]=[CH:32][CH:31]=[CH:30][CH:29]=4)[O:11][C:10]3=[O:12])[CH3:14])=[CH:16][CH:17]=2)=[CH:22]1)([CH3:43])[CH3:42]. Given the reactants [CH3:1][C:2]([CH3:34])([CH2:5][C@@:6]1([C:28]2[CH:33]=[CH:32][CH:31]=[CH:30][CH:29]=2)[O:11][C:10](=[O:12])[N:9]([C@H:13]([C:15]2[CH:20]=[CH:19][C:18]([C:21]3[CH:26]=[CH:25][C:24](=[O:27])[NH:23][CH:22]=3)=[CH:17][CH:16]=2)[CH3:14])[CH2:8][CH2:7]1)[C:3]#[N:4].C([O-])([O-])=O.[Cs+].[Cs+].[CH:41](I)([CH3:43])[CH3:42], predict the reaction product. (9) Given the reactants [F-].[CH2:15]([N+]([CH2:15][CH2:16][CH2:17][CH3:18])([CH2:15][CH2:16][CH2:17][CH3:18])[CH2:15][CH2:16][CH2:17][CH3:18])[CH2:16][CH2:17][CH3:18].C(N(CC)[CH:23]([CH3:25])[CH3:24])(C)C.[F:28][C:29]([F:42])([F:41])[S:30]([O:33]S(C(F)(F)F)(=O)=O)(=[O:32])=[O:31].[C:43](=O)=[O:44].C[OH:47].[O:48]1[CH2:52]CC[CH2:49]1, predict the reaction product. The product is: [F:28][C:29]([F:42])([F:41])[S:30]([O:33][C:23]1[CH:24]=[C:15]([O:44][CH3:43])[C:16]([C:17](=[O:47])[CH3:18])=[C:49]([O:48][CH3:52])[CH:25]=1)(=[O:32])=[O:31].